The task is: Binary Classification. Given a T-cell receptor sequence (or CDR3 region) and an epitope sequence, predict whether binding occurs between them.. This data is from TCR-epitope binding with 47,182 pairs between 192 epitopes and 23,139 TCRs. (1) The epitope is AYAQKIFKI. The TCR CDR3 sequence is CASSERTGVETQYF. Result: 0 (the TCR does not bind to the epitope). (2) The epitope is NQKLIANQF. The TCR CDR3 sequence is CASSYRENEKLFF. Result: 0 (the TCR does not bind to the epitope). (3) The epitope is PKYVKQNTLKLAT. The TCR CDR3 sequence is CASSYAGAGAYEQYF. Result: 1 (the TCR binds to the epitope).